From a dataset of Forward reaction prediction with 1.9M reactions from USPTO patents (1976-2016). Predict the product of the given reaction. (1) Given the reactants [F:1][CH:2]1[C:7]([OH:18])([CH2:8][CH2:9][CH2:10][O:11]C2CCCCO2)[CH2:6][CH2:5][N:4]([C:19]([O:21][C:22]([CH3:25])([CH3:24])[CH3:23])=[O:20])[CH2:3]1.Cl.C(N(CC)CC)C.C(OC(OC(C)(C)C)=O)(OC(C)(C)C)=O, predict the reaction product. The product is: [F:1][CH:2]1[C:7]([OH:18])([CH2:8][CH2:9][CH2:10][OH:11])[CH2:6][CH2:5][N:4]([C:19]([O:21][C:22]([CH3:25])([CH3:24])[CH3:23])=[O:20])[CH2:3]1. (2) The product is: [CH:20]1([O:23][C:24]2[CH:29]=[C:28]([F:30])[CH:27]=[CH:26][C:25]=2[C:2]2[N:7]=[CH:6][N:5]=[C:4]([NH:8][C:9]3[CH:14]=[CH:13][CH:12]=[C:11]([CH2:15][S:16]([CH3:19])(=[O:18])=[O:17])[CH:10]=3)[N:3]=2)[CH2:22][CH2:21]1. Given the reactants Cl[C:2]1[N:7]=[CH:6][N:5]=[C:4]([NH:8][C:9]2[CH:14]=[CH:13][CH:12]=[C:11]([CH2:15][S:16]([CH3:19])(=[O:18])=[O:17])[CH:10]=2)[N:3]=1.[CH:20]1([O:23][C:24]2[CH:29]=[C:28]([F:30])[CH:27]=[CH:26][C:25]=2B2OC(C)(C)C(C)(C)O2)[CH2:22][CH2:21]1.C(=O)([O-])[O-].[K+].[K+], predict the reaction product. (3) Given the reactants [CH:1]1([N:5]2[CH2:11][CH2:10][CH2:9][N:8]([C:12]([C:14]3[CH:19]=[CH:18][C:17](B4OC(C)(C)C(C)(C)O4)=[CH:16][CH:15]=3)=[O:13])[CH2:7][CH2:6]2)[CH2:4][CH2:3][CH2:2]1.[Cl:29][C:30]1[N:31]=[N:32][C:33]([C:36]([F:39])([F:38])[F:37])=[CH:34][CH:35]=1, predict the reaction product. The product is: [ClH:29].[CH:1]1([N:5]2[CH2:11][CH2:10][CH2:9][N:8]([C:12]([C:14]3[CH:15]=[CH:16][C:17]([C:30]4[N:31]=[N:32][C:33]([C:36]([F:39])([F:38])[F:37])=[CH:34][CH:35]=4)=[CH:18][CH:19]=3)=[O:13])[CH2:7][CH2:6]2)[CH2:2][CH2:3][CH2:4]1. (4) Given the reactants [C:12]([O:11][C:9](O[C:9]([O:11][C:12]([CH3:15])([CH3:14])[CH3:13])=[O:10])=[O:10])([CH3:15])([CH3:14])[CH3:13].Br.[Br:17][CH2:18][CH2:19][NH2:20].CN1CCOCC1, predict the reaction product. The product is: [CH3:15][C:12]([CH3:13])([O:11][C:9]([NH:20][CH2:19][CH2:18][Br:17])=[O:10])[CH3:14]. (5) Given the reactants [C:1]1([C:13]([OH:15])=O)[C:11]2=[C:12]3[C:7](=[CH:8][CH:9]=[CH:10]2)[CH2:6][CH2:5][CH2:4][N:3]3[CH:2]=1.[NH:16]1[CH2:21][CH2:20][CH:19]([CH2:22][CH2:23][C:24](=[O:26])[CH3:25])[CH2:18][CH2:17]1, predict the reaction product. The product is: [C:1]1([C:13]([N:16]2[CH2:21][CH2:20][CH:19]([CH2:22][CH2:23][C:24](=[O:26])[CH3:25])[CH2:18][CH2:17]2)=[O:15])[C:11]2=[C:12]3[C:7](=[CH:8][CH:9]=[CH:10]2)[CH2:6][CH2:5][CH2:4][N:3]3[CH:2]=1. (6) Given the reactants [CH:1]1([CH:7]([NH:18][C:19]2[CH:28]=[CH:27][C:22]([C:23]([O:25]C)=[O:24])=[CH:21][CH:20]=2)[C:8]2[O:16][C:15]3[C:10](=[N:11][CH:12]=[CH:13][CH:14]=3)[C:9]=2[CH3:17])[CH2:6][CH2:5][CH2:4][CH2:3][CH2:2]1.O1CCCC1.[OH-].[Na+], predict the reaction product. The product is: [CH:1]1([CH:7]([NH:18][C:19]2[CH:20]=[CH:21][C:22]([C:23]([OH:25])=[O:24])=[CH:27][CH:28]=2)[C:8]2[O:16][C:15]3[C:10](=[N:11][CH:12]=[CH:13][CH:14]=3)[C:9]=2[CH3:17])[CH2:6][CH2:5][CH2:4][CH2:3][CH2:2]1. (7) Given the reactants [F:1][C:2]([F:17])([F:16])[C:3]1[CH:15]=[CH:14][CH:13]=[CH:12][C:4]=1[C:5]([NH:7][CH2:8][C:9]([OH:11])=[O:10])=[O:6].Cl.[CH3:19][NH:20]OC.Cl.[CH3:24]N(C)CCCN=C=NCC.C(N(CC)CC)C, predict the reaction product. The product is: [CH3:24][O:10][C:9](=[O:11])[CH:8]([NH:20][CH3:19])[NH:7][C:5](=[O:6])[C:4]1[CH:12]=[CH:13][CH:14]=[CH:15][C:3]=1[C:2]([F:16])([F:17])[F:1]. (8) Given the reactants [Cl:1][C:2]1[C:6]([C:7]#[N:8])=[C:5]([C:9]2[CH:14]=[CH:13][C:12]([O:15][CH3:16])=[CH:11][CH:10]=2)[S:4][N:3]=1.[OH-:17].[Na+].OO, predict the reaction product. The product is: [Cl:1][C:2]1[C:6]([C:7]([NH2:8])=[O:17])=[C:5]([C:9]2[CH:14]=[CH:13][C:12]([O:15][CH3:16])=[CH:11][CH:10]=2)[S:4][N:3]=1.